This data is from hERG potassium channel inhibition data for cardiac toxicity prediction from Karim et al.. The task is: Regression/Classification. Given a drug SMILES string, predict its toxicity properties. Task type varies by dataset: regression for continuous values (e.g., LD50, hERG inhibition percentage) or binary classification for toxic/non-toxic outcomes (e.g., AMES mutagenicity, cardiotoxicity, hepatotoxicity). Dataset: herg_karim. (1) The compound is CCCCc1oc2ccccc2c1C(=O)c1cc(I)c(OCCN2CCCC2)c(I)c1. The result is 1 (blocker). (2) The drug is O=C1NCCN1CC[N+]1CCC(c2cn(C3CCCCC3)c3ccc(Cl)cc23)CC1. The result is 0 (non-blocker).